Dataset: Forward reaction prediction with 1.9M reactions from USPTO patents (1976-2016). Task: Predict the product of the given reaction. (1) Given the reactants [NH2:1][CH2:2][C@@H:3]([C:5]1[CH:16]=[CH:15][C:8]2[O:9][C:10]([CH3:14])([CH3:13])[O:11][CH2:12][C:7]=2[CH:6]=1)[OH:4].[CH2:17]([O:24][CH2:25][CH2:26][O:27][CH2:28][C:29]1[CH:34]=[CH:33][CH:32]=[C:31]([CH2:35][CH2:36]Br)[CH:30]=1)[C:18]1[CH:23]=[CH:22][CH:21]=[CH:20][CH:19]=1, predict the reaction product. The product is: [CH2:17]([O:24][CH2:25][CH2:26][O:27][CH2:28][C:29]1[CH:30]=[C:31]([CH2:35][CH2:36][NH:1][CH2:2][C@@H:3]([C:5]2[CH:16]=[CH:15][C:8]3[O:9][C:10]([CH3:13])([CH3:14])[O:11][CH2:12][C:7]=3[CH:6]=2)[OH:4])[CH:32]=[CH:33][CH:34]=1)[C:18]1[CH:19]=[CH:20][CH:21]=[CH:22][CH:23]=1. (2) Given the reactants [CH2:1]([N:8]1[CH2:13][CH2:12][C:11]2([CH3:17])[CH2:14][CH2:15][NH:16][CH:10]2[CH2:9]1)[C:2]1[CH:7]=[CH:6][CH:5]=[CH:4][CH:3]=1.C(N1CCC2(C)CCNC2C1=O)C1C=CC=CC=1.[H-].[H-].[H-].[H-].[Li+].[Al+3], predict the reaction product. The product is: [CH2:1]([N:8]1[CH2:13][CH2:12][C@:11]2([CH3:17])[CH2:14][CH2:15][NH:16][C@@H:10]2[CH2:9]1)[C:2]1[CH:3]=[CH:4][CH:5]=[CH:6][CH:7]=1. (3) Given the reactants [Br:1][C:2]1[CH:7]=[CH:6][C:5]([C:8]2[CH:13]=[CH:12][C:11]([Br:14])=[CH:10][C:9]=2[CH2:15]O)=[C:4]([CH2:17][OH:18])[CH:3]=1.Br, predict the reaction product. The product is: [Br:14][C:11]1[CH:12]=[CH:13][C:8]2[C:5]3[CH:6]=[CH:7][C:2]([Br:1])=[CH:3][C:4]=3[CH2:17][O:18][CH2:15][C:9]=2[CH:10]=1. (4) The product is: [F:39][C:40]([F:51])([F:50])[C:41]1[CH:42]=[C:43]([C:7]2[C@:8]3([CH2:24][CH2:23][C@H:22]4[C@@H:13]([CH2:14][CH2:15][C:16]5[CH:17]=[C:18]([O:25][CH2:26][C:27]([OH:29])=[O:28])[CH:19]=[CH:20][C:21]=54)[C@@H:10]3[CH2:11][CH:12]=2)[CH3:9])[CH:44]=[N:45][CH:46]=1. Given the reactants FC(F)(F)S(O[C:7]1[C@:8]2([CH2:24][CH2:23][C@H:22]3[C@@H:13]([CH2:14][CH2:15][C:16]4[CH:17]=[C:18]([O:25][CH2:26][C:27]([O:29]CC5C=CC=CC=5)=[O:28])[CH:19]=[CH:20][C:21]=43)[C@@H:10]2[CH2:11][CH:12]=1)[CH3:9])(=O)=O.[F:39][C:40]([F:51])([F:50])[C:41]1[CH:42]=[C:43](B(O)O)[CH:44]=[N:45][CH:46]=1.[Li+].[Cl-].C(=O)([O-])[O-].[Na+].[Na+], predict the reaction product. (5) Given the reactants [CH3:1][O:2][C:3]1[C:4]([C:21]([OH:23])=O)=[CH:5][C:6]2[C:11]([CH:12]=1)=[CH:10][CH:9]=[C:8]([C:13]1[CH:18]=[CH:17][CH:16]=[C:15]([O:19][CH3:20])[CH:14]=1)[CH:7]=2.C[CH2:25][N:26]=C=NCCCN(C)C.OC1C2N=NNC=2C=CC=1.CN.C(N(CC)CC)C.Cl, predict the reaction product. The product is: [CH3:1][O:2][C:3]1[C:4]([C:21]([NH:26][CH3:25])=[O:23])=[CH:5][C:6]2[C:11]([CH:12]=1)=[CH:10][CH:9]=[C:8]([C:13]1[CH:18]=[CH:17][CH:16]=[C:15]([O:19][CH3:20])[CH:14]=1)[CH:7]=2. (6) Given the reactants Cl.[CH3:2][O:3][C:4]1[CH:9]=[C:8]([CH3:10])[NH:7][C:6](=[O:11])[C:5]=1[CH2:12][NH:13][C:14]([C:16]1[C:24]2[C:19](=[CH:20][CH:21]=[CH:22][CH:23]=2)[N:18]([C@@H:25]([CH:27]2[CH2:32][CH2:31][NH:30][CH2:29][CH2:28]2)[CH3:26])[C:17]=1[CH3:33])=[O:15].CCN(C(C)C)C(C)C.[CH:43]1([S:46](Cl)(=[O:48])=[O:47])[CH2:45][CH2:44]1, predict the reaction product. The product is: [CH:43]1([S:46]([N:30]2[CH2:29][CH2:28][CH:27]([C@H:25]([N:18]3[C:19]4[C:24](=[CH:23][CH:22]=[CH:21][CH:20]=4)[C:16]([C:14]([NH:13][CH2:12][C:5]4[C:6](=[O:11])[NH:7][C:8]([CH3:10])=[CH:9][C:4]=4[O:3][CH3:2])=[O:15])=[C:17]3[CH3:33])[CH3:26])[CH2:32][CH2:31]2)(=[O:48])=[O:47])[CH2:45][CH2:44]1. (7) The product is: [C:1]([O:5][C:6](=[O:38])[NH:7][C:8]([C:10]1[CH:15]=[CH:14][C:13]([CH2:16][NH:17][C:18]([C@H:20]2[N:24]3[C:25](=[O:37])[C:26]([NH:29][CH2:30][CH:31]([CH3:32])[CH3:36])=[CH:27][N:28]=[C:23]3[CH2:22][CH2:21]2)=[O:19])=[CH:12][CH:11]=1)=[NH:9])([CH3:3])([CH3:2])[CH3:4]. Given the reactants [C:1]([O:5][C:6](=[O:38])[NH:7][C:8]([C:10]1[CH:15]=[CH:14][C:13]([CH2:16][NH:17][C:18]([C@H:20]2[N:24]3[C:25](=[O:37])[C:26]([NH:29][CH2:30][C:31]4[CH:36]=CC=C[CH:32]=4)=[CH:27][N:28]=[C:23]3[CH2:22][CH2:21]2)=[O:19])=[CH:12][CH:11]=1)=[NH:9])([CH3:4])([CH3:3])[CH3:2].C(OC(=O)NC(C1C=CC(CNC([C@H]2N3C(=O)C(N)=CN=C3CC2)=O)=CC=1)=N)(C)(C)C.C(=O)C(C)C.[BH-](OC(C)=O)(OC(C)=O)OC(C)=O.[Na+], predict the reaction product. (8) Given the reactants I[CH3:2].[O:3]=[S:4]1(=[O:16])[CH2:9][C:8](=O)[C:7]2[CH:11]=[CH:12][CH:13]=[CH:14][C:6]=2[N:5]1[CH3:15].[C:17]([O-:20])([O-])=O.[K+].[K+], predict the reaction product. The product is: [CH3:15][N:5]1[C:6]2[CH:7]=[CH:11][CH:12]=[CH:13][C:14]=2[C:17](=[O:20])[C:9]([CH3:8])([CH3:2])[S:4]1(=[O:3])=[O:16]. (9) Given the reactants [F:1][C:2]1[CH:8]=[CH:7][C:5]([NH2:6])=[CH:4][C:3]=1[N+:9]([O-:11])=[O:10].[S:12]1[CH:16]=[CH:15][CH:14]=[C:13]1[S:17](Cl)(=[O:19])=[O:18], predict the reaction product. The product is: [F:1][C:2]1[CH:8]=[CH:7][C:5]([NH:6][S:17]([C:13]2[S:12][CH:16]=[CH:15][CH:14]=2)(=[O:19])=[O:18])=[CH:4][C:3]=1[N+:9]([O-:11])=[O:10]. (10) Given the reactants C([O:5][CH2:6][CH2:7][O:8][C:9]1[CH:10]=[C:11]([NH:17][CH:18]([C:30]2[CH:35]=[CH:34][C:33]([F:36])=[CH:32][CH:31]=2)[C:19]([C:21]2[C:29]3[C:24](=[CH:25][CH:26]=[CH:27][CH:28]=3)[NH:23][CH:22]=2)=[O:20])[CH:12]=[C:13]([O:15][CH3:16])[CH:14]=1)(C)(C)C.O1CCOCC1, predict the reaction product. The product is: [F:36][C:33]1[CH:32]=[CH:31][C:30]([CH:18]([NH:17][C:11]2[CH:12]=[C:13]([O:15][CH3:16])[CH:14]=[C:9]([O:8][CH2:7][CH2:6][OH:5])[CH:10]=2)[C:19]([C:21]2[C:29]3[C:24](=[CH:25][CH:26]=[CH:27][CH:28]=3)[NH:23][CH:22]=2)=[O:20])=[CH:35][CH:34]=1.